Dataset: Peptide-MHC class I binding affinity with 185,985 pairs from IEDB/IMGT. Task: Regression. Given a peptide amino acid sequence and an MHC pseudo amino acid sequence, predict their binding affinity value. This is MHC class I binding data. (1) The peptide sequence is HKQWFLDLPL. The MHC is HLA-B08:01 with pseudo-sequence HLA-B08:01. The binding affinity (normalized) is 0.626. (2) The peptide sequence is GMFIIFIPI. The MHC is HLA-A69:01 with pseudo-sequence HLA-A69:01. The binding affinity (normalized) is 0.205. (3) The peptide sequence is VIYQYMDDL. The MHC is HLA-A33:01 with pseudo-sequence HLA-A33:01. The binding affinity (normalized) is 0. (4) The peptide sequence is VSGFISFFK. The binding affinity (normalized) is 0.449. The MHC is BoLA-T2a with pseudo-sequence BoLA-T2a. (5) The peptide sequence is KPKALSEAF. The MHC is HLA-A26:01 with pseudo-sequence HLA-A26:01. The binding affinity (normalized) is 0.0847. (6) The peptide sequence is RSLYNTVATLY. The MHC is HLA-B18:01 with pseudo-sequence HLA-B18:01. The binding affinity (normalized) is 0.510. (7) The peptide sequence is TLMKTSCSK. The MHC is HLA-A03:01 with pseudo-sequence HLA-A03:01. The binding affinity (normalized) is 0.730. (8) The peptide sequence is GAEHVDTSY. The MHC is HLA-A01:01 with pseudo-sequence HLA-A01:01. The binding affinity (normalized) is 0.447. (9) The peptide sequence is FLILALLAI. The MHC is HLA-A01:01 with pseudo-sequence HLA-A01:01. The binding affinity (normalized) is 0.